This data is from Full USPTO retrosynthesis dataset with 1.9M reactions from patents (1976-2016). The task is: Predict the reactants needed to synthesize the given product. (1) Given the product [NH:7]([C:8]([NH:9][N:10]=[C:21]1[C:20]2[C:15](=[CH:16][CH:17]=[C:18]([S:23][CH2:24][CH2:25][C:26]3[CH:27]=[CH:28][C:29]([C:30]([OH:32])=[O:31])=[CH:33][CH:34]=3)[CH:19]=2)[N:14]([CH3:35])[C:13]1=[O:12])=[O:11])[C:1]1[CH:2]=[CH:3][CH:4]=[CH:5][CH:6]=1, predict the reactants needed to synthesize it. The reactants are: [C:1]1([NH:7][C:8](=[O:11])[NH:9][NH2:10])[CH:6]=[CH:5][CH:4]=[CH:3][CH:2]=1.[O:12]=[C:13]1[C:21](=O)[C:20]2[C:15](=[CH:16][CH:17]=[C:18]([S:23][CH2:24][CH2:25][C:26]3[CH:34]=[CH:33][C:29]([C:30]([OH:32])=[O:31])=[CH:28][CH:27]=3)[CH:19]=2)[N:14]1[CH3:35]. (2) Given the product [NH2:13][C@H:12]([CH2:16][OH:15])[CH2:11][CH2:10][C:9]1[C:26]([F:30])=[CH:27][CH:28]=[CH:29][C:8]=1[NH:7][C:5](=[O:6])[C@@H:4]([N:1]=[N+:2]=[N-:3])[C@@H:31]([C:38]1[CH:39]=[CH:40][C:41]([Cl:44])=[CH:42][CH:43]=1)[CH:32]1[CH2:37][CH2:36][O:35][CH2:34][CH2:33]1, predict the reactants needed to synthesize it. The reactants are: [N:1]([C@@H:4]([C@@H:31]([C:38]1[CH:43]=[CH:42][C:41]([Cl:44])=[CH:40][CH:39]=1)[CH:32]1[CH2:37][CH2:36][O:35][CH2:34][CH2:33]1)[C:5]([NH:7][C:8]1[CH:29]=[CH:28][CH:27]=[C:26]([F:30])[C:9]=1[CH2:10][CH2:11][C@H:12]1[CH2:16][O:15]C(C)(C)[N:13]1C(OC(C)(C)C)=O)=[O:6])=[N+:2]=[N-:3].FC(F)(F)C(O)=O.O. (3) The reactants are: C[O:2][C:3]([C:5]1[C:6]([C:14]2[CH:19]=[CH:18][C:17]([Cl:20])=[CH:16][CH:15]=2)=[N:7][S:8][C:9]=1[C:10]([O:12]C)=[O:11])=[O:4].[OH-].[Na+].Cl. Given the product [Cl:20][C:17]1[CH:16]=[CH:15][C:14]([C:6]2[C:5]([C:3]([OH:4])=[O:2])=[C:9]([C:10]([OH:12])=[O:11])[S:8][N:7]=2)=[CH:19][CH:18]=1, predict the reactants needed to synthesize it. (4) Given the product [NH2:23][C@H:20]1[CH2:19][C@@H:18]([C:31]([O:33][CH3:34])=[O:32])[C@@H:17]([N:14]2[CH2:15][CH2:16][C@H:12]([NH:11][C:9]([O:8][CH2:1][C:2]3[CH:7]=[CH:6][CH:5]=[CH:4][CH:3]=3)=[O:10])[C:13]2=[O:35])[CH2:22][CH2:21]1, predict the reactants needed to synthesize it. The reactants are: [CH2:1]([O:8][C:9]([NH:11][C@H:12]1[CH2:16][CH2:15][N:14]([C@H:17]2[CH2:22][CH2:21][C@@H:20]([NH:23]C(OC(C)(C)C)=O)[CH2:19][C@H:18]2[C:31]([O:33][CH3:34])=[O:32])[C:13]1=[O:35])=[O:10])[C:2]1[CH:7]=[CH:6][CH:5]=[CH:4][CH:3]=1.C(O)(C(F)(F)F)=O.